Dataset: Full USPTO retrosynthesis dataset with 1.9M reactions from patents (1976-2016). Task: Predict the reactants needed to synthesize the given product. (1) Given the product [Cl:1][C:2]1[CH:28]=[CH:27][C:5]([CH2:6][N:7]2[C:15]3[C:10](=[CH:11][C:12]([CH:16]=[C:17]4[S:21][C:20]([N:33]5[CH2:38][CH2:37][S:36][CH2:35][CH2:34]5)=[N:19][C:18]4=[O:26])=[CH:13][CH:14]=3)[CH:9]=[N:8]2)=[C:4]([C:29]([F:32])([F:31])[F:30])[CH:3]=1, predict the reactants needed to synthesize it. The reactants are: [Cl:1][C:2]1[CH:28]=[CH:27][C:5]([CH2:6][N:7]2[C:15]3[C:10](=[CH:11][C:12]([CH:16]=[C:17]4[S:21][C:20](SCCC)=[N:19][C:18]4=[O:26])=[CH:13][CH:14]=3)[CH:9]=[N:8]2)=[C:4]([C:29]([F:32])([F:31])[F:30])[CH:3]=1.[NH:33]1[CH2:38][CH2:37][S:36][CH2:35][CH2:34]1. (2) Given the product [Cl:1][C:2]1[CH:3]=[CH:4][C:5]([C:8]([C:11]2[C:12]([CH2:17][O:18][S:27]([CH3:26])(=[O:29])=[O:28])=[N:13][CH:14]=[CH:15][CH:16]=2)([CH3:10])[CH3:9])=[CH:6][CH:7]=1, predict the reactants needed to synthesize it. The reactants are: [Cl:1][C:2]1[CH:7]=[CH:6][C:5]([C:8]([C:11]2[C:12]([CH2:17][OH:18])=[N:13][CH:14]=[CH:15][CH:16]=2)([CH3:10])[CH3:9])=[CH:4][CH:3]=1.CCN(CC)CC.[CH3:26][S:27](Cl)(=[O:29])=[O:28].O. (3) Given the product [Cl:18][C:19]1[CH:20]=[C:21]([NH:25][C:26]([CH:2]2[CH2:3][NH:4][CH2:5][CH2:6][N:1]2[C:7]2[C:8]3[N:16]=[C:15]([Cl:17])[CH:14]=[CH:13][C:9]=3[N:10]=[CH:11][N:12]=2)=[O:27])[CH:22]=[CH:23][CH:24]=1, predict the reactants needed to synthesize it. The reactants are: [N:1]1([C:7]2[C:8]3[N:16]=[C:15]([Cl:17])[CH:14]=[CH:13][C:9]=3[N:10]=[CH:11][N:12]=2)[CH2:6][CH2:5][NH:4][CH2:3][CH2:2]1.[Cl:18][C:19]1[CH:20]=[C:21]([N:25]=[C:26]=[O:27])[CH:22]=[CH:23][CH:24]=1.